Dataset: Reaction yield outcomes from USPTO patents with 853,638 reactions. Task: Predict the reaction yield, written as a fraction of the theoretical maximum amount of product (1.0 means a 100% yield; for example, 0.34 means a 34% yield). (1) The reactants are [OH:1][C:2]1[C:11]2[CH2:10][O:9][C:8](=[O:12])[N:7]([CH2:13][C:14]3[CH:21]=[CH:20][C:17]([C:18]#[N:19])=[CH:16][CH:15]=3)[C:6]=2[CH:5]=[N:4][C:3]=1[CH3:22].Br[CH2:24][C:25]1[CH:30]=[CH:29][C:28]([C:31]#[N:32])=[CH:27][CH:26]=1. No catalyst specified. The product is [C:31]([C:28]1[CH:29]=[CH:30][C:25]([CH2:24][O:1][C:2]2[C:11]3[CH2:10][O:9][C:8](=[O:12])[N:7]([CH2:13][C:14]4[CH:21]=[CH:20][C:17]([C:18]#[N:19])=[CH:16][CH:15]=4)[C:6]=3[CH:5]=[N:4][C:3]=2[CH3:22])=[CH:26][CH:27]=1)#[N:32]. The yield is 0.840. (2) The reactants are [F:1][C:2]1[CH:7]=[CH:6][C:5](/[CH:8]=[CH:9]/[C:10]([OH:12])=[O:11])=[C:4]([CH3:13])[CH:3]=1. The catalyst is CCO.O=[Pt]=O. The product is [F:1][C:2]1[CH:7]=[CH:6][C:5]([CH2:8][CH2:9][C:10]([OH:12])=[O:11])=[C:4]([CH3:13])[CH:3]=1. The yield is 0.770.